Task: Predict the reaction yield, written as a fraction of the theoretical maximum amount of product (1.0 means a 100% yield; for example, 0.34 means a 34% yield).. Dataset: Reaction yield outcomes from USPTO patents with 853,638 reactions (1) The reactants are [CH2:1]1[CH:6]2[CH2:7][C:8]3([NH2:11])[CH2:10][CH:4]([CH2:5]2)[CH2:3][CH:2]1[CH2:9]3.Cl[CH2:13][C:14]1[O:18][N:17]=[C:16]([C:19]2[CH:24]=[CH:23][C:22]([O:25][CH3:26])=[C:21]([O:27][CH3:28])[CH:20]=2)[N:15]=1. No catalyst specified. The product is [CH3:28][O:27][C:21]1[CH:20]=[C:19]([C:16]2[N:15]=[C:14]([CH2:13][NH:11][C:8]34[CH2:10][CH:4]5[CH2:5][CH:6]([CH2:1][CH:2]([CH2:3]5)[CH2:9]3)[CH2:7]4)[O:18][N:17]=2)[CH:24]=[CH:23][C:22]=1[O:25][CH3:26]. The yield is 0.850. (2) The reactants are [C:1]([C:4]1[N:9]=[C:8]([C:10]2[CH:15]=[CH:14][C:13]([O:16][C:17]3[CH:22]=[CH:21][C:20]([F:23])=[CH:19][CH:18]=3)=[CH:12][CH:11]=2)[N:7]=[C:6]([N:24]2[CH2:29][CH2:28][N:27](C(OC(C)(C)C)=O)[CH2:26][CH:25]2[CH2:37][OH:38])[CH:5]=1)(=[O:3])[NH2:2].Cl. The catalyst is O1CCOCC1. The product is [F:23][C:20]1[CH:21]=[CH:22][C:17]([O:16][C:13]2[CH:14]=[CH:15][C:10]([C:8]3[N:9]=[C:4]([C:1]([NH2:2])=[O:3])[CH:5]=[C:6]([N:24]4[CH2:29][CH2:28][NH:27][CH2:26][CH:25]4[CH2:37][OH:38])[N:7]=3)=[CH:11][CH:12]=2)=[CH:18][CH:19]=1. The yield is 0.290.